From a dataset of Peptide-MHC class I binding affinity with 185,985 pairs from IEDB/IMGT. Regression. Given a peptide amino acid sequence and an MHC pseudo amino acid sequence, predict their binding affinity value. This is MHC class I binding data. The peptide sequence is LLSIVVDINK. The MHC is HLA-A68:01 with pseudo-sequence HLA-A68:01. The binding affinity (normalized) is 0.565.